Dataset: Catalyst prediction with 721,799 reactions and 888 catalyst types from USPTO. Task: Predict which catalyst facilitates the given reaction. (1) Product: [O:21]1[CH2:26][CH2:25][N:24]([CH2:27][CH2:28][NH:29][C:7](=[O:9])[C:6]2[CH:10]=[C:11]([C:13]([F:16])([F:15])[F:14])[CH:12]=[C:4]([N+:1]([O-:3])=[O:2])[CH:5]=2)[CH2:23][CH2:22]1. The catalyst class is: 2. Reactant: [N+:1]([C:4]1[CH:5]=[C:6]([CH:10]=[C:11]([C:13]([F:16])([F:15])[F:14])[CH:12]=1)[C:7]([OH:9])=O)([O-:3])=[O:2].S(Cl)(Cl)=O.[O:21]1[CH2:26][CH2:25][N:24]([CH2:27][CH2:28][NH2:29])[CH2:23][CH2:22]1.C(N(CC)CC)C. (2) Reactant: [F:1][C:2]1[CH:3]=[CH:4][C:5]([O:26][CH2:27][C:28]2[CH:33]=[C:32]([CH3:34])[CH:31]=[CH:30][N:29]=2)=[C:6]([C:8]2[CH:25]=[CH:24][C:11]3[CH2:12][CH2:13][N:14](C(OC(C)(C)C)=O)[CH2:15][CH2:16][C:10]=3[CH:9]=2)[CH:7]=1.Cl. Product: [F:1][C:2]1[CH:3]=[CH:4][C:5]([O:26][CH2:27][C:28]2[CH:33]=[C:32]([CH3:34])[CH:31]=[CH:30][N:29]=2)=[C:6]([C:8]2[CH:25]=[CH:24][C:11]3[CH2:12][CH2:13][NH:14][CH2:15][CH2:16][C:10]=3[CH:9]=2)[CH:7]=1. The catalyst class is: 12.